Dataset: Reaction yield outcomes from USPTO patents with 853,638 reactions. Task: Predict the reaction yield, written as a fraction of the theoretical maximum amount of product (1.0 means a 100% yield; for example, 0.34 means a 34% yield). (1) The reactants are Cl[CH2:2][O:3][C:4](=[O:31])[N:5]([C:28](=[O:30])[CH3:29])[CH2:6][C@@H:7]1[O:11][C:10](=[O:12])[N:9]([C:13]2[CH:18]=[CH:17][C:16]([CH:19]3[CH2:24][CH2:23][S:22](=[O:26])(=[O:25])[CH2:21][CH2:20]3)=[C:15]([F:27])[CH:14]=2)[CH2:8]1.[C:32]1([C@H:38]([CH3:42])[C:39]([O-:41])=[O:40])[CH:37]=[CH:36][CH:35]=[CH:34][CH:33]=1.[Cs+].[I-].[Na+].O. The catalyst is C(#N)C. The product is [C:28]([N:5]([CH2:6][C@@H:7]1[O:11][C:10](=[O:12])[N:9]([C:13]2[CH:18]=[CH:17][C:16]([CH:19]3[CH2:24][CH2:23][S:22](=[O:26])(=[O:25])[CH2:21][CH2:20]3)=[C:15]([F:27])[CH:14]=2)[CH2:8]1)[C:4]([O:3][CH2:2][O:41][C:39](=[O:40])[C@H:38]([C:32]1[CH:37]=[CH:36][CH:35]=[CH:34][CH:33]=1)[CH3:42])=[O:31])(=[O:30])[CH3:29]. The yield is 0.750. (2) The reactants are [Cl:1][C:2]1[CH:7]=[CH:6][N:5]2[C:8](I)=[CH:9][N:10]=[C:4]2[CH:3]=1.[CH2:12]([O:14][C:15](=[O:27])[CH2:16][O:17][C:18]1[CH:23]=[CH:22][C:21](B(O)O)=[CH:20][CH:19]=1)[CH3:13].ClCCl.C(=O)([O-])[O-].[K+].[K+]. The catalyst is O.C(OCC)(=O)C.CN(C)C=O. The product is [Cl:1][C:2]1[CH:7]=[CH:6][N:5]2[C:8]([C:21]3[CH:22]=[CH:23][C:18]([O:17][CH2:16][C:15]([O:14][CH2:12][CH3:13])=[O:27])=[CH:19][CH:20]=3)=[CH:9][N:10]=[C:4]2[CH:3]=1. The yield is 0.500.